This data is from Full USPTO retrosynthesis dataset with 1.9M reactions from patents (1976-2016). The task is: Predict the reactants needed to synthesize the given product. (1) Given the product [Cl:1][C:2]1[CH:3]=[C:4]2[C:9](=[CH:10][CH:11]=1)[NH:8][C:7](=[O:12])[C:6]([CH:13]([OH:14])[CH3:15])=[CH:5]2, predict the reactants needed to synthesize it. The reactants are: [Cl:1][C:2]1[CH:3]=[C:4]2[C:9](=[CH:10][CH:11]=1)[NH:8][C:7](=[O:12])[C:6]([CH:13]=[O:14])=[CH:5]2.[CH3:15][Mg]Br. (2) The reactants are: [CH3:1][C@@H:2]1[NH:13][C:12](=[O:14])[C@H:11]([CH2:15][C:16]([O:18][C:19]([CH3:22])([CH3:21])[CH3:20])=[O:17])[CH2:10][CH:9]=[CH:8][CH2:7][CH2:6][C:5](=[O:23])[O:4][C@@H:3]1[C:24]1[CH:29]=[CH:28][CH:27]=[CH:26][CH:25]=1.I[CH3:31].[H-].[Na+]. Given the product [CH3:1][C@@H:2]1[N:13]([CH3:31])[C:12](=[O:14])[C@H:11]([CH2:15][C:16]([O:18][C:19]([CH3:22])([CH3:21])[CH3:20])=[O:17])[CH2:10][CH:9]=[CH:8][CH2:7][CH2:6][C:5](=[O:23])[O:4][C@@H:3]1[C:24]1[CH:25]=[CH:26][CH:27]=[CH:28][CH:29]=1, predict the reactants needed to synthesize it. (3) Given the product [Cl:1][CH:2]([CH2:6][CH3:7])[C:3]([NH:8][C:9]1[CH:13]=[CH:12][S:11][C:10]=1[C:14]([NH:16][C:17]1[CH:22]=[CH:21][CH:20]=[CH:19][C:18]=1[CH3:23])=[O:15])=[O:4], predict the reactants needed to synthesize it. The reactants are: [Cl:1][CH:2]([CH2:6][CH3:7])[C:3](Cl)=[O:4].[NH2:8][C:9]1[CH:13]=[CH:12][S:11][C:10]=1[C:14]([NH:16][C:17]1[CH:22]=[CH:21][CH:20]=[CH:19][C:18]=1[CH3:23])=[O:15]. (4) The reactants are: [CH3:1][CH2:2][CH2:3]I.C([O:7][C:8]1[C:9](/C(/CC)=C(/F)\C=C\C(\C)=C\C(OCC)=O)=[CH:10][C:11]2[C:12]([CH3:21])([CH3:20])[CH2:13][CH2:14][C:15]([CH3:19])([CH3:18])[C:16]=2[CH:17]=1)C.C(=O)([O-])[O-].[K+].[K+].O. Given the product [CH2:3]([O:7][C:8]1[CH:9]=[CH:10][C:11]2[C:12]([CH3:21])([CH3:20])[CH2:13][CH2:14][C:15]([CH3:19])([CH3:18])[C:16]=2[CH:17]=1)[CH2:2][CH3:1], predict the reactants needed to synthesize it. (5) Given the product [OH:1][C@H:2]1[CH2:6][CH2:5][N:4]([C:7]2[CH:14]=[CH:13][CH:12]=[C:11]([C:15]([F:18])([F:17])[F:16])[C:8]=2[CH2:9][N:22]2[CH2:21][CH2:20][N:19]([C:25]([O:27][C:28]([CH3:31])([CH3:30])[CH3:29])=[O:26])[CH2:24][CH2:23]2)[CH2:3]1, predict the reactants needed to synthesize it. The reactants are: [OH:1][C@H:2]1[CH2:6][CH2:5][N:4]([C:7]2[CH:14]=[CH:13][CH:12]=[C:11]([C:15]([F:18])([F:17])[F:16])[C:8]=2[CH:9]=O)[CH2:3]1.[N:19]1([C:25]([O:27][C:28]([CH3:31])([CH3:30])[CH3:29])=[O:26])[CH2:24][CH2:23][NH:22][CH2:21][CH2:20]1.[BH-](OC(C)=O)(OC(C)=O)OC(C)=O.[Na+]. (6) Given the product [CH2:1]([C:4]1[CH:12]=[CH:11][C:7]([C:8]([OH:10])=[O:9])=[CH:6][N:5]=1)[CH2:2][CH3:3], predict the reactants needed to synthesize it. The reactants are: [C:1]([C:4]1[CH:12]=[CH:11][C:7]([C:8]([OH:10])=[O:9])=[CH:6][N:5]=1)#[C:2][CH3:3].C(N(CC)CC)C.